Dataset: Full USPTO retrosynthesis dataset with 1.9M reactions from patents (1976-2016). Task: Predict the reactants needed to synthesize the given product. Given the product [Cl:44][C:20]1[CH:21]=[C:22]([C:24]2[N:29]3[N:30]=[C:31]([NH:33][C:34]4[CH:35]=[CH:36][C:37]([C:40]([NH:41][CH3:42])=[O:43])=[CH:38][CH:39]=4)[N:32]=[C:28]3[CH:27]=[CH:26][CH:25]=2)[CH:23]=[C:18]([C:4]2[CH:5]=[CH:6][CH:7]=[CH:8][C:3]=2[C:1]#[N:2])[CH:19]=1, predict the reactants needed to synthesize it. The reactants are: [C:1]([C:3]1[CH:8]=[CH:7][CH:6]=[CH:5][C:4]=1B(O)O)#[N:2].FC(F)(F)S(O[C:18]1[CH:23]=[C:22]([C:24]2[N:29]3[N:30]=[C:31]([NH:33][C:34]4[CH:39]=[CH:38][C:37]([C:40](=[O:43])[NH:41][CH3:42])=[CH:36][CH:35]=4)[N:32]=[C:28]3[CH:27]=[CH:26][CH:25]=2)[CH:21]=[C:20]([Cl:44])[CH:19]=1)(=O)=O.C(=O)([O-])[O-].[Na+].[Na+].O.